Dataset: Catalyst prediction with 721,799 reactions and 888 catalyst types from USPTO. Task: Predict which catalyst facilitates the given reaction. (1) Reactant: [C:1]([O:5][C:6]([N:8]([CH2:29][O:30][CH2:31][CH2:32][Si:33]([CH3:36])([CH3:35])[CH3:34])[C:9]1[S:10][C@:11]2([C:25](OC)=[O:26])[C@H:13]([C@:14]([C:17]3[CH:22]=[CH:21][CH:20]=[C:19]([F:23])[C:18]=3[F:24])([CH3:16])[N:15]=1)[CH2:12]2)=[O:7])([CH3:4])([CH3:3])[CH3:2].[BH4-].[Li+].CO. Product: [C:1]([O:5][C:6](=[O:7])[N:8]([C:9]1[S:10][C@:11]2([CH2:25][OH:26])[C@H:13]([C@:14]([C:17]3[CH:22]=[CH:21][CH:20]=[C:19]([F:23])[C:18]=3[F:24])([CH3:16])[N:15]=1)[CH2:12]2)[CH2:29][O:30][CH2:31][CH2:32][Si:33]([CH3:36])([CH3:35])[CH3:34])([CH3:3])([CH3:2])[CH3:4]. The catalyst class is: 1. (2) Reactant: [N+:1]([C:4]1[CH:9]=[CH:8][C:7]([N:10]2[CH2:15][CH2:14][CH:13]([C:16]([OH:18])=O)[CH2:12][CH2:11]2)=[CH:6][CH:5]=1)([O-:3])=[O:2].C(Cl)(=O)C([Cl:22])=O. Product: [ClH:22].[N+:1]([C:4]1[CH:9]=[CH:8][C:7]([N:10]2[CH2:15][CH2:14][CH:13]([C:16]([Cl:22])=[O:18])[CH2:12][CH2:11]2)=[CH:6][CH:5]=1)([O-:3])=[O:2]. The catalyst class is: 120. (3) Product: [CH:42]([C:39]1[N:38]=[CH:37][C:36]([CH2:35][NH:34][C:33]([C@@H:15]2[N:16]([S:19]([C:22]3[CH:23]=[CH:24][C:25]([O:28][C:29]([F:32])([F:30])[F:31])=[CH:26][CH:27]=3)(=[O:21])=[O:20])[CH2:17][CH2:18][N:13]([C:11]3[S:12][C:8]([C:6]([OH:7])=[O:5])=[C:9]([CH3:46])[N:10]=3)[CH2:14]2)=[O:45])=[CH:41][CH:40]=1)([CH3:44])[CH3:43]. Reactant: C([O:5][C:6]([C:8]1[S:12][C:11]([N:13]2[CH2:18][CH2:17][N:16]([S:19]([C:22]3[CH:27]=[CH:26][C:25]([O:28][C:29]([F:32])([F:31])[F:30])=[CH:24][CH:23]=3)(=[O:21])=[O:20])[C@@H:15]([C:33](=[O:45])[NH:34][CH2:35][C:36]3[CH:37]=[N:38][C:39]([CH:42]([CH3:44])[CH3:43])=[CH:40][CH:41]=3)[CH2:14]2)=[N:10][C:9]=1[CH3:46])=[O:7])(C)(C)C. The catalyst class is: 55. (4) Reactant: [CH2:1]([N:8]1[CH2:12][C@H:11]([C:13]2[CH:18]=[CH:17][CH:16]=[CH:15][CH:14]=2)[C@@H:10]([CH2:19][OH:20])[CH2:9]1)[C:2]1[CH:7]=[CH:6][CH:5]=[CH:4][CH:3]=1.C(N(CC)C(C)C)(C)C.[Si:30](Cl)([C:33]([CH3:36])([CH3:35])[CH3:34])([CH3:32])[CH3:31]. Product: [CH2:1]([N:8]1[CH2:12][C@H:11]([C:13]2[CH:18]=[CH:17][CH:16]=[CH:15][CH:14]=2)[C@@H:10]([CH2:19][O:20][Si:30]([C:33]([CH3:36])([CH3:35])[CH3:34])([CH3:32])[CH3:31])[CH2:9]1)[C:2]1[CH:3]=[CH:4][CH:5]=[CH:6][CH:7]=1. The catalyst class is: 2. (5) Reactant: [NH2:1][CH2:2][CH2:3][CH2:4][NH:5][C:6](=[O:12])[O:7][C:8]([CH3:11])([CH3:10])[CH3:9].Cl[C:14]1[N:19]=[C:18]([NH2:20])[C:17]([N+:21]([O-:23])=[O:22])=[CH:16][CH:15]=1.C(=O)(O)[O-].[K+].O. Product: [NH2:20][C:18]1[N:19]=[C:14]([NH:1][CH2:2][CH2:3][CH2:4][NH:5][C:6](=[O:12])[O:7][C:8]([CH3:9])([CH3:11])[CH3:10])[CH:15]=[CH:16][C:17]=1[N+:21]([O-:23])=[O:22]. The catalyst class is: 3.